The task is: Predict the product of the given reaction.. This data is from Forward reaction prediction with 1.9M reactions from USPTO patents (1976-2016). (1) Given the reactants [Cl:1][C:2]1[C:7]([F:8])=[C:6]([Cl:9])[CH:5]=[CH:4][C:3]=1[C:10]([N:12]1[CH2:17][CH2:16][NH:15][C:14](=O)[CH2:13]1)=[O:11].F[B-](F)(F)F.C([O+](CC)CC)C.[N:31]1[CH:36]=[CH:35][C:34]([C:37]([NH:39][NH2:40])=O)=[N:33][CH:32]=1, predict the reaction product. The product is: [Cl:1][C:2]1[C:7]([F:8])=[C:6]([Cl:9])[CH:5]=[CH:4][C:3]=1[C:10]([N:12]1[CH2:17][CH2:16][N:15]2[C:37]([C:34]3[CH:35]=[CH:36][N:31]=[CH:32][N:33]=3)=[N:39][N:40]=[C:14]2[CH2:13]1)=[O:11]. (2) The product is: [CH3:1][O:2][C:3]([C:5]1[CH:10]=[CH:9][C:8]([N:20]([CH2:19][C:18]([F:17])([F:26])[F:27])[CH2:21][C:22]([F:25])([F:24])[F:23])=[C:7]([O:12][CH2:13][CH:14]2[CH2:16][CH2:15]2)[N:6]=1)=[O:4]. Given the reactants [CH3:1][O:2][C:3]([C:5]1[CH:10]=[CH:9][C:8](Br)=[C:7]([O:12][CH2:13][CH:14]2[CH2:16][CH2:15]2)[N:6]=1)=[O:4].[F:17][C:18]([F:27])([F:26])[CH2:19][NH:20][CH2:21][C:22]([F:25])([F:24])[F:23].C1(P(C2C=CC=CC=2)C2C=CC3C(=CC=CC=3)C=2C2C3C(=CC=CC=3)C=CC=2P(C2C=CC=CC=2)C2C=CC=CC=2)C=CC=CC=1.C(=O)([O-])[O-].[Cs+].[Cs+], predict the reaction product. (3) The product is: [OH:5][CH2:4][C:3]1([CH3:9])[CH2:6][N:13]([CH3:16])[C:11](=[O:12])[NH:10]1. Given the reactants Cl.N[C:3]([CH3:9])([CH2:6]NC)[CH2:4][OH:5].[NH2:10][C:11]([NH2:13])=[O:12].N.Cl[CH2:16]Cl, predict the reaction product. (4) Given the reactants [CH3:1][O:2][CH2:3][CH2:4][O:5][C:6]1[CH:7]=[C:8]2[C:13](=[CH:14][CH:15]=1)[N:12]=[C:11](O)[CH:10]=[N:9]2.O=P(Cl)(Cl)[Cl:19], predict the reaction product. The product is: [Cl:19][C:11]1[CH:10]=[N:9][C:8]2[C:13](=[CH:14][CH:15]=[C:6]([O:5][CH2:4][CH2:3][O:2][CH3:1])[CH:7]=2)[N:12]=1.